This data is from Full USPTO retrosynthesis dataset with 1.9M reactions from patents (1976-2016). The task is: Predict the reactants needed to synthesize the given product. (1) Given the product [Br:24][C:21]1[CH:22]=[CH:23][C:18]([O:17][CH2:16][C:15]([OH:33])=[O:14])=[C:19]([CH2:25][CH:26]2[S:30][C:29](=[O:31])[N:28]([CH2:2][C:3]([C:5]3[CH:10]=[CH:9][C:8]([Cl:11])=[CH:7][CH:6]=3)=[O:4])[C:27]2=[O:32])[CH:20]=1, predict the reactants needed to synthesize it. The reactants are: Br[CH2:2][C:3]([C:5]1[CH:10]=[CH:9][C:8]([Cl:11])=[CH:7][CH:6]=1)=[O:4].C([O:14][C:15](=[O:33])[CH2:16][O:17][C:18]1[CH:23]=[CH:22][C:21]([Br:24])=[CH:20][C:19]=1/[CH:25]=[C:26]1/[C:27](=[O:32])[NH:28][C:29](=[O:31])[S:30]/1)C. (2) Given the product [C:29]([C:3]1[C:2]([F:1])=[CH:11][CH:10]=[C:9]2[C:4]=1[CH2:5][CH2:6][O:7][CH:8]2[CH2:12][N:13]1[CH2:18][CH2:17][N:16]([C:19]([O:21][C:22]([CH3:25])([CH3:24])[CH3:23])=[O:20])[CH2:15][CH2:14]1)#[N:30], predict the reactants needed to synthesize it. The reactants are: [F:1][C:2]1[C:3](I)=[C:4]2[C:9](=[CH:10][CH:11]=1)[CH:8]([CH2:12][N:13]1[CH2:18][CH2:17][N:16]([C:19]([O:21][C:22]([CH3:25])([CH3:24])[CH3:23])=[O:20])[CH2:15][CH2:14]1)[O:7][CH2:6][CH2:5]2.N#N.[CH3:29][N:30](C=O)C. (3) Given the product [CH2:10]([O:9][CH:6]1[CH2:5][S:4][S:3][CH2:8][CH:7]1[OH:1])[C:11]#[CH:12], predict the reactants needed to synthesize it. The reactants are: [OH-:1].[K+].[S:3]1[CH2:8][CH2:7][CH:6]([OH:9])[CH2:5][S:4]1.[CH2:10](Br)[C:11]#[CH:12]. (4) Given the product [CH:10]1([C:16]([N:18]=[C:19]=[S:20])=[O:17])[CH2:15][CH2:14][CH2:13][CH2:12][CH2:11]1.[CH:10]1([C:16]([NH:18][C:19]([NH:40][C:39]2[CH:41]=[CH:42][C:36]([O:35][C:26]3[C:25]4[C:30](=[CH:31][C:32]([O:33][CH3:34])=[C:23]([O:22][CH3:21])[CH:24]=4)[N:29]=[CH:28][CH:1]=3)=[CH:37][CH:38]=2)=[S:20])=[O:17])[CH2:15][CH2:14][CH2:13][CH2:12][CH2:11]1, predict the reactants needed to synthesize it. The reactants are: [CH:1]1(C(Cl)=O)CCCCC1.[CH:10]1([C:16]([N:18]=[C:19]=[S:20])=[O:17])[CH2:15][CH2:14][CH2:13][CH2:12][CH2:11]1.[CH3:21][O:22][C:23]1[CH:24]=[C:25]2[C:30](=[CH:31][C:32]=1[O:33][CH3:34])[N:29]=[CH:28]N=[C:26]2[O:35][C:36]1[CH:42]=[CH:41][C:39]([NH2:40])=[CH:38][CH:37]=1.C1(C)C=CC=CC=1. (5) Given the product [NH2:72][C:62]([CH3:61])([CH2:65][C:66]1[CH:71]=[CH:70][CH:69]=[CH:68][N:67]=1)[CH2:63][NH:64][C:17]([C:13]1[N:8]2[CH:9]=[C:10]([CH3:12])[CH:11]=[C:6]([O:5][CH2:4][C:3]3[C:20]([F:24])=[CH:21][CH:22]=[CH:23][C:2]=3[F:1])[C:7]2=[N:15][C:14]=1[CH3:16])=[O:19], predict the reactants needed to synthesize it. The reactants are: [F:1][C:2]1[CH:23]=[CH:22][CH:21]=[C:20]([F:24])[C:3]=1[CH2:4][O:5][C:6]1[C:7]2[N:8]([C:13]([C:17]([OH:19])=O)=[C:14]([CH3:16])[N:15]=2)[CH:9]=[C:10]([CH3:12])[CH:11]=1.CN(C(ON1N=NC2C=CC=NC1=2)=[N+](C)C)C.F[P-](F)(F)(F)(F)F.C(N(CC)C(C)C)(C)C.Cl.Cl.Cl.[CH3:61][C:62]([NH2:72])([CH2:65][C:66]1[CH:71]=[CH:70][CH:69]=[CH:68][N:67]=1)[CH2:63][NH2:64].C(#N)C.C(O)(C(F)(F)F)=O. (6) Given the product [CH3:1][O:2][C:3](=[O:18])[CH:4]([C:11]1[CH:16]=[CH:15][C:14]([C:21]2[CH:20]=[N:19][CH:24]=[CH:23][CH:22]=2)=[CH:13][CH:12]=1)[CH2:5][CH:6]1[CH2:10][CH2:9][CH2:8][CH2:7]1, predict the reactants needed to synthesize it. The reactants are: [CH3:1][O:2][C:3](=[O:18])[CH:4]([C:11]1[CH:16]=[CH:15][C:14](I)=[CH:13][CH:12]=1)[CH2:5][CH:6]1[CH2:10][CH2:9][CH2:8][CH2:7]1.[N:19]1[CH:24]=[CH:23][CH:22]=[C:21](B(O)O)[CH:20]=1.C(=O)([O-])[O-].[Na+].[Na+].